This data is from Reaction yield outcomes from USPTO patents with 853,638 reactions. The task is: Predict the reaction yield, written as a fraction of the theoretical maximum amount of product (1.0 means a 100% yield; for example, 0.34 means a 34% yield). The reactants are [F:1][C:2]1[CH:24]=[CH:23][C:5]([O:6][C:7]2[CH:8]=[C:9]3[C:13](=[CH:14][C:15]=2[C:16]([NH2:18])=[O:17])[N:12]([CH2:19][CH:20]([CH3:22])[CH3:21])[N:11]=[CH:10]3)=[CH:4][CH:3]=1.C(N1C=CN=C1)(N1C=CN=C1)=O.[N:37]1([CH2:42][CH2:43]N)[CH2:41][CH2:40][CH2:39][CH2:38]1. The catalyst is C1COCC1. The product is [N:37]1([CH2:42][CH2:43][NH:18][C:16]([C:15]2[CH:14]=[C:13]3[C:9]([CH:10]=[N:11][N:12]3[CH2:19][CH:20]([CH3:22])[CH3:21])=[CH:8][C:7]=2[O:6][C:5]2[CH:23]=[CH:24][C:2]([F:1])=[CH:3][CH:4]=2)=[O:17])[CH2:41][CH2:40][CH2:39][CH2:38]1. The yield is 0.630.